Dataset: Full USPTO retrosynthesis dataset with 1.9M reactions from patents (1976-2016). Task: Predict the reactants needed to synthesize the given product. (1) Given the product [C:51]1([C:54]([NH2:56])=[O:55])([C:49]([NH2:48])=[O:50])[CH2:53][CH2:52]1, predict the reactants needed to synthesize it. The reactants are: NC1C=CC(OC2C3C(=CC(OC)=C(OC)C=3)N=C(N)C=2)=C(F)C=1.COC1C=C2C(=CC=1OC)N=C(SC)C=C2OC1C=CC([NH:48][C:49]([C:51]2([C:54]([NH:56]C3C=CC(F)=CC=3)=[O:55])[CH2:53][CH2:52]2)=[O:50])=CC=1F. (2) Given the product [C:16]([N:19]1[CH2:24][CH2:23][N:22]([C:2]2[N:7]=[C:6]([F:8])[CH:5]=[C:4]([F:9])[N:3]=2)[CH2:21][CH2:20]1)(=[O:18])[CH3:17].[C:16]([N:19]1[CH2:24][CH2:23][N:22]([C:6]2[CH:5]=[C:4]([F:9])[N:3]=[C:2]([F:1])[N:7]=2)[CH2:21][CH2:20]1)(=[O:18])[CH3:17], predict the reactants needed to synthesize it. The reactants are: [F:1][C:2]1[N:7]=[C:6]([F:8])[CH:5]=[C:4]([F:9])[N:3]=1.C(=O)([O-])[O-].[K+].[K+].[C:16]([N:19]1[CH2:24][CH2:23][NH:22][CH2:21][CH2:20]1)(=[O:18])[CH3:17].O. (3) Given the product [ClH:37].[Cl:37][C:35]1[CH:34]=[CH:33][C:32]([N:38]2[CH:42]=[N:41][N:40]=[N:39]2)=[C:31]([C:26]2[CH:25]=[C:24]3[N:29]([C@H:21]([C:19]4[NH:20][C:16]([C:13]5[CH:12]=[CH:11][C:10]([NH:9][CH2:2][C:3]([OH:5])=[O:4])=[CH:15][CH:14]=5)=[CH:17][N:18]=4)[CH2:22][CH2:23]3)[C:28](=[O:30])[CH:27]=2)[CH:36]=1, predict the reactants needed to synthesize it. The reactants are: C[C:2]([NH:9][C:10]1[CH:15]=[CH:14][C:13]([C:16]2[NH:20][C:19]([C@H:21]3[N:29]4[C:24](=[CH:25][C:26]([C:31]5[CH:36]=[C:35]([Cl:37])[CH:34]=[CH:33][C:32]=5[N:38]5[CH:42]=[N:41][N:40]=[N:39]5)=[CH:27][C:28]4=[O:30])[CH2:23][CH2:22]3)=[N:18][CH:17]=2)=[CH:12][CH:11]=1)(CCC)[C:3]([O-:5])=[O:4].Cl.